Dataset: Caco-2 cell permeability data measuring drug intestinal absorption for ~900 compounds. Task: Regression/Classification. Given a drug SMILES string, predict its absorption, distribution, metabolism, or excretion properties. Task type varies by dataset: regression for continuous measurements (e.g., permeability, clearance, half-life) or binary classification for categorical outcomes (e.g., BBB penetration, CYP inhibition). For this dataset (caco2_wang), we predict Y. (1) The compound is OC[C@@H]1CC[C@H](n2cnc3c(O)ncnc32)O1. The Y is -5.67 log Papp (cm/s). (2) The molecule is CC(C)(C)NC(=O)[C@H]1C[C@H]2CCCC[C@H]2CN1C[C@@H](O)[C@H](Cc1ccccc1)NC(=O)[C@@H](CC(N)=O)NC(=O)c1ccc2ccccc2n1. The Y is -5.86 log Papp (cm/s). (3) The compound is O=C1C[C@H]2OCC=C3CN4C[C@H](O)C56c7ccccc7N1[C@@H]5[C@H]2[C@H]3CC46. The Y is -4.60 log Papp (cm/s). (4) The molecule is CCCCCCC(N)C(=O)N[C@@H](Cc1ccc(O)cc1)C(=O)N1CCC[C@@H]1C(=O)N[C@@H](Cc1c[nH]c2ccccc12)C(=O)N[C@@H](Cc1ccccc1)C(=O)N[C@@H]1O[C@H](C(N)=O)[C@@H](O)C(O)C1O. The Y is -5.79 log Papp (cm/s).